Dataset: Forward reaction prediction with 1.9M reactions from USPTO patents (1976-2016). Task: Predict the product of the given reaction. (1) Given the reactants [O:1]=[C:2]1[C:6]2=[CH:7][N:8]([CH2:15][C:16]3[CH:21]=[CH:20][C:19]([N:22]4[CH:26]=[CH:25][CH:24]=[N:23]4)=[CH:18][CH:17]=3)[C:9]3[CH:10]=[CH:11][CH:12]=[CH:13][C:14]=3[C:5]2=[N:4][N:3]1[C:27]1[CH:34]=[CH:33][CH:32]=[CH:31][C:28]=1[CH:29]=O.[NH:35]1[CH2:39][CH2:38][CH2:37][CH2:36]1.C(O)(=O)C.C(O[BH-](OC(=O)C)OC(=O)C)(=O)C.[Na+].C(=O)(O)[O-].[Na+], predict the reaction product. The product is: [N:22]1([C:19]2[CH:20]=[CH:21][C:16]([CH2:15][N:8]3[C:9]4[CH:10]=[CH:11][CH:12]=[CH:13][C:14]=4[C:5]4=[N:4][N:3]([C:27]5[CH:34]=[CH:33][CH:32]=[CH:31][C:28]=5[CH2:29][N:35]5[CH2:39][CH2:38][CH2:37][CH2:36]5)[C:2](=[O:1])[C:6]4=[CH:7]3)=[CH:17][CH:18]=2)[CH:26]=[CH:25][CH:24]=[N:23]1. (2) Given the reactants C[O:2][CH2:3][C:4]1[N:5]=[C:6]2[N:25]=[C:24]([C:26]3[C:31]([C:32]([F:35])([F:34])[F:33])=[CH:30][CH:29]=[CH:28][N:27]=3)[CH:23]=[CH:22][C:7]2=[C:8]2[C:17]=1[O:16][C:15]1[C:10](=[CH:11][CH:12]=[C:13]([C:18]([F:21])([F:20])[F:19])[CH:14]=1)[NH:9]2.B(Br)(Br)Br, predict the reaction product. The product is: [F:20][C:18]([F:19])([F:21])[C:13]1[CH:14]=[C:15]2[C:10](=[CH:11][CH:12]=1)[NH:9][C:8]1[C:17](=[C:4]([CH2:3][OH:2])[N:5]=[C:6]3[N:25]=[C:24]([C:26]4[C:31]([C:32]([F:35])([F:34])[F:33])=[CH:30][CH:29]=[CH:28][N:27]=4)[CH:23]=[CH:22][C:7]3=1)[O:16]2. (3) Given the reactants [CH3:1][NH2:2].C(O)C.Cl.[NH2:7][C@@H:8]([CH2:13][CH2:14][C:15]1[CH:20]=[CH:19][CH:18]=[CH:17][CH:16]=1)[C:9](OC)=[O:10], predict the reaction product. The product is: [NH2:7][C@@H:8]([CH2:13][CH2:14][C:15]1[CH:20]=[CH:19][CH:18]=[CH:17][CH:16]=1)[C:9]([NH:2][CH3:1])=[O:10].